This data is from Reaction yield outcomes from USPTO patents with 853,638 reactions. The task is: Predict the reaction yield, written as a fraction of the theoretical maximum amount of product (1.0 means a 100% yield; for example, 0.34 means a 34% yield). (1) The reactants are [C:1]([NH2:5])([CH3:4])([CH3:3])[CH3:2].[Cl:6][CH2:7][CH2:8][CH2:9][S:10](Cl)(=[O:12])=[O:11]. The catalyst is C1COCC1. The product is [C:1]([NH:5][S:10]([CH2:9][CH2:8][CH2:7][Cl:6])(=[O:12])=[O:11])([CH3:4])([CH3:3])[CH3:2]. The yield is 0.990. (2) The reactants are [NH2:1][C:2]1[CH:11]=[CH:10][CH:9]=[CH:8][C:3]=1[C:4]([O:6][CH3:7])=[O:5].C([O-])(O)=O.[Na+].[Cl:17][CH2:18][C:19](Cl)=[O:20]. The catalyst is C1COCC1.O. The product is [Cl:17][CH2:18][C:19]([NH:1][C:2]1[CH:11]=[CH:10][CH:9]=[CH:8][C:3]=1[C:4]([O:6][CH3:7])=[O:5])=[O:20]. The yield is 0.960. (3) The reactants are [S:1]1[C:5]([CH:6]=O)=[CH:4][C:3]2[CH:8]=[CH:9][CH:10]=[CH:11][C:2]1=2.[C:12](Br)(Br)([Br:14])[Br:13].C1(P(C2C=CC=CC=2)C2C=CC=CC=2)C=CC=CC=1. The catalyst is C(Cl)Cl. The product is [Br:13][C:12]([Br:14])=[CH:6][C:5]1[S:1][C:2]2[CH:11]=[CH:10][CH:9]=[CH:8][C:3]=2[CH:4]=1. The yield is 0.670.